Dataset: Catalyst prediction with 721,799 reactions and 888 catalyst types from USPTO. Task: Predict which catalyst facilitates the given reaction. (1) Reactant: [F:1][C:2]1[CH:7]=[C:6]([N:8]2[CH2:12][C@H:11]([CH2:13][N:14]3[CH:18]=[CH:17][N:16]=[N:15]3)[O:10][C:9]2=[O:19])[CH:5]=[CH:4][C:3]=1[C:20](=[S:22])[NH2:21].Br[CH2:24][C:25]([C:27]([F:30])([F:29])[F:28])=O. Product: [F:1][C:2]1[CH:7]=[C:6]([N:8]2[CH2:12][C@H:11]([CH2:13][N:14]3[CH:18]=[CH:17][N:16]=[N:15]3)[O:10][C:9]2=[O:19])[CH:5]=[CH:4][C:3]=1[C:20]1[S:22][CH:24]=[C:25]([C:27]([F:30])([F:29])[F:28])[N:21]=1. The catalyst class is: 3. (2) Reactant: [NH2:1][C:2]1[CH:3]=[C:4]2[C:8](=[CH:9][CH:10]=1)[N:7](C(OC(C)(C)C)=O)[N:6]=[C:5]2[C:18]1[CH:23]=[CH:22][CH:21]=[C:20]([F:24])[CH:19]=1.C(N(CC)CC)C.[CH3:32][S:33](Cl)(=[O:35])=[O:34]. Product: [F:24][C:20]1[CH:19]=[C:18]([C:5]2[C:4]3[C:8](=[CH:9][CH:10]=[C:2]([NH:1][S:33]([CH3:32])(=[O:35])=[O:34])[CH:3]=3)[NH:7][N:6]=2)[CH:23]=[CH:22][CH:21]=1. The catalyst class is: 30. (3) Reactant: [C:1]([C:5]1[N:9]([CH2:10][CH:11]2[CH2:16][CH2:15][C:14]([F:18])([F:17])[CH2:13][CH2:12]2)[C:8]2[CH:19]=[CH:20][C:21]([NH:23]C(=O)C)=[CH:22][C:7]=2[N:6]=1)([CH3:4])([CH3:3])[CH3:2].Cl. Product: [C:1]([C:5]1[N:9]([CH2:10][CH:11]2[CH2:16][CH2:15][C:14]([F:18])([F:17])[CH2:13][CH2:12]2)[C:8]2[CH:19]=[CH:20][C:21]([NH2:23])=[CH:22][C:7]=2[N:6]=1)([CH3:4])([CH3:2])[CH3:3]. The catalyst class is: 14. (4) Reactant: [C:1]([C:5]1[CH:23]=[C:8]2[N:9]=[C:10]([CH3:22])[C:11]([CH:14]([CH2:19][CH2:20][CH3:21])[C:15]([O:17][CH3:18])=[O:16])=[C:12](Cl)[N:7]2[N:6]=1)([CH3:4])([CH3:3])[CH3:2].[CH3:24][C:25]1[CH:26]=[C:27](B(O)O)[CH:28]=[CH:29][C:30]=1[CH3:31].C(N(C(C)C)CC)(C)C. The catalyst class is: 149. Product: [C:1]([C:5]1[CH:23]=[C:8]2[N:9]=[C:10]([CH3:22])[C:11]([CH:14]([CH2:19][CH2:20][CH3:21])[C:15]([O:17][CH3:18])=[O:16])=[C:12]([C:27]3[CH:28]=[CH:29][C:30]([CH3:31])=[C:25]([CH3:24])[CH:26]=3)[N:7]2[N:6]=1)([CH3:4])([CH3:3])[CH3:2]. (5) Reactant: [C:1]([O:5][C:6]([N:8]1[CH2:13][CH2:12][CH:11]([C:14]([OH:16])=O)[CH2:10][CH2:9]1)=[O:7])([CH3:4])([CH3:3])[CH3:2].C(Cl)Cl.[Cl:20][C:21]1[CH:22]=[C:23]([CH:25]=[CH:26][C:27]=1[Cl:28])[NH2:24]. Product: [C:1]([O:5][C:6]([N:8]1[CH2:9][CH2:10][CH:11]([C:14](=[O:16])[NH:24][C:23]2[CH:25]=[CH:26][C:27]([Cl:28])=[C:21]([Cl:20])[CH:22]=2)[CH2:12][CH2:13]1)=[O:7])([CH3:2])([CH3:3])[CH3:4]. The catalyst class is: 6. (6) Reactant: [F:1][C:2]1([F:40])[CH:7]([O:8][C:9]2[CH:16]=[CH:15][C:14]([C:17]3[N:22]=[C:21]([NH:23][C:24]4[CH:29]=[CH:28][C:27]([N:30]5[CH2:35][CH2:34][N:33]([CH:36]6[CH2:39][O:38][CH2:37]6)[CH2:32][CH2:31]5)=[CH:26][CH:25]=4)[N:20]=[CH:19][N:18]=3)=[CH:13][C:10]=2[C:11]#[N:12])[CH2:6][CH2:5][NH:4][CH2:3]1.[OH:41][CH2:42][C:43](O)=[O:44].CN(C(ON1N=NC2C=CC=NC1=2)=[N+](C)C)C.F[P-](F)(F)(F)(F)F.CCN(C(C)C)C(C)C. Product: [F:40][C:2]1([F:1])[CH:7]([O:8][C:9]2[CH:16]=[CH:15][C:14]([C:17]3[N:22]=[C:21]([NH:23][C:24]4[CH:29]=[CH:28][C:27]([N:30]5[CH2:35][CH2:34][N:33]([CH:36]6[CH2:37][O:38][CH2:39]6)[CH2:32][CH2:31]5)=[CH:26][CH:25]=4)[N:20]=[CH:19][N:18]=3)=[CH:13][C:10]=2[C:11]#[N:12])[CH2:6][CH2:5][N:4]([C:42](=[O:41])[CH2:43][OH:44])[CH2:3]1. The catalyst class is: 3. (7) Product: [C:10]1([C:8]([C:2]2[CH:3]=[CH:4][CH:5]=[CH:6][CH:7]=2)=[O:9])[CH2:15][CH2:14][CH2:13][CH2:12][CH:11]=1. Reactant: Br[C:2]1([C:8]([C:10]2[CH:15]=[CH:14][CH:13]=[CH:12][CH:11]=2)=[O:9])[CH2:7][CH2:6][CH2:5][CH2:4][CH2:3]1. The catalyst class is: 17.